Dataset: Reaction yield outcomes from USPTO patents with 853,638 reactions. Task: Predict the reaction yield, written as a fraction of the theoretical maximum amount of product (1.0 means a 100% yield; for example, 0.34 means a 34% yield). (1) The reactants are [Si]([O:8][C:9]1[CH:14]=[C:13]([O:15][Si](C(C)(C)C)(C)C)[CH:12]=[CH:11][C:10]=1[CH:23]1[CH2:28][CH2:27][C:26](=[N:29][NH:30][S:31]([C:34]2[CH:39]=[CH:38][C:37]([CH3:40])=[CH:36][CH:35]=2)(=[O:33])=[O:32])[CH2:25][CH2:24]1)(C(C)(C)C)(C)C.O.[F-].C([N+](CCCC)(CCCC)CCCC)CCC.C(=O)([O-])O.[Na+]. The catalyst is C(O)(=O)C.O1CCCC1. The product is [OH:8][C:9]1[CH:14]=[C:13]([OH:15])[CH:12]=[CH:11][C:10]=1[CH:23]1[CH2:24][CH2:25][C:26](=[N:29][NH:30][S:31]([C:34]2[CH:35]=[CH:36][C:37]([CH3:40])=[CH:38][CH:39]=2)(=[O:33])=[O:32])[CH2:27][CH2:28]1. The yield is 1.00. (2) The reactants are [F:1][C:2]1[CH:7]=[CH:6][C:5]([C:8](=[C:22]2[CH2:27][C:26]([CH3:29])([CH3:28])[CH2:25][C:24]([CH3:31])([CH3:30])[CH2:23]2)[C:9]2[CH:14]=[CH:13][C:12]([O:15][CH2:16][C:17]([O:19]CC)=[O:18])=[CH:11][CH:10]=2)=[CH:4][CH:3]=1.[OH-].[Na+].Cl. The catalyst is C1COCC1.CCO. The product is [F:1][C:2]1[CH:7]=[CH:6][C:5]([C:8](=[C:22]2[CH2:23][C:24]([CH3:31])([CH3:30])[CH2:25][C:26]([CH3:29])([CH3:28])[CH2:27]2)[C:9]2[CH:14]=[CH:13][C:12]([O:15][CH2:16][C:17]([OH:19])=[O:18])=[CH:11][CH:10]=2)=[CH:4][CH:3]=1. The yield is 0.950. (3) The reactants are [N:1]1([CH2:8][CH2:9][O:10][C:11]2[CH:38]=[CH:37][C:14]([C:15]([C:17]3[C:26]4[C:21](=[CH:22][C:23]([O:27][CH3:28])=[CH:24][CH:25]=4)[CH:20]=[CH:19][C:18]=3OS(C(F)(F)F)(=O)=O)=[O:16])=[CH:13][CH:12]=2)[CH2:7][CH2:6][CH2:5][CH2:4][CH2:3][CH2:2]1.[F:39][C:40]1[CH:45]=[C:44]([F:46])[CH:43]=[CH:42][C:41]=1B(O)O.FC1C=C(F)C=CC=1C1C=CC2C(=CC=C(OC)C=2)C=1C(C1C=CC(OCCN2CCCCC2)=CC=1)=O. No catalyst specified. The product is [N:1]1([CH2:8][CH2:9][O:10][C:11]2[CH:12]=[CH:13][C:14]([C:15]([C:17]3[C:26]4[C:21](=[CH:22][C:23]([O:27][CH3:28])=[CH:24][CH:25]=4)[CH:20]=[CH:19][C:18]=3[C:41]3[CH:42]=[CH:43][C:44]([F:46])=[CH:45][C:40]=3[F:39])=[O:16])=[CH:37][CH:38]=2)[CH2:7][CH2:6][CH2:5][CH2:4][CH2:3][CH2:2]1. The yield is 0.850. (4) The reactants are N1C=NN=N1.[CH2:6]([O:8][C:9]1[CH:10]=[C:11]([C:15]2[CH:20]=[C:19]([C:21]([CH3:24])([CH3:23])[CH3:22])[C:18]([OH:25])=[CH:17][C:16]=2[NH:26][C:27]([C:29]2[C:38](=[O:39])[C:37]3[C:32](=[CH:33][CH:34]=[CH:35][CH:36]=3)[NH:31][CH:30]=2)=[O:28])[CH:12]=[CH:13][CH:14]=1)[CH3:7].C(N(C(C)C)[P:44]([O:53][CH2:54][C:55]1[CH:60]=[CH:59][CH:58]=[CH:57][CH:56]=1)[O:45][CH2:46][C:47]1[CH:52]=[CH:51][CH:50]=[CH:49][CH:48]=1)(C)C.C([O:68]O)(C)(C)C. The catalyst is ClCCl. The product is [C:21]([C:19]1[C:18]([O:25][P:44](=[O:68])([O:45][CH2:46][C:47]2[CH:48]=[CH:49][CH:50]=[CH:51][CH:52]=2)[O:53][CH2:54][C:55]2[CH:56]=[CH:57][CH:58]=[CH:59][CH:60]=2)=[CH:17][C:16]([NH:26][C:27]([C:29]2[C:38](=[O:39])[C:37]3[C:32](=[CH:33][CH:34]=[CH:35][CH:36]=3)[NH:31][CH:30]=2)=[O:28])=[C:15]([C:11]2[CH:12]=[CH:13][CH:14]=[C:9]([O:8][CH2:6][CH3:7])[CH:10]=2)[CH:20]=1)([CH3:24])([CH3:23])[CH3:22]. The yield is 0.830. (5) The reactants are C(OC(=O)[CH2:5][O:6][C@H:7]1[CH2:12][CH2:11][C@H:10]([N:13]2[C:18](=[O:19])[C:17]([CH2:20][C:21]3[CH:26]=[CH:25][C:24]([C:27]4[CH:32]=[CH:31][CH:30]=[CH:29][C:28]=4[C:33]#[N:34])=[C:23]([F:35])[CH:22]=3)=[C:16]([CH2:36][CH2:37][CH2:38][CH3:39])[N:15]3[N:40]=[CH:41][CH:42]=[C:14]23)[CH2:9][CH2:8]1)C.[CH3:44][Mg]Br.C([O:50][CH2:51][CH3:52])(=O)C. The catalyst is O1CCCC1. The product is [CH2:36]([C:16]1[N:15]2[N:40]=[CH:41][CH:42]=[C:14]2[N:13]([C@H:10]2[CH2:9][CH2:8][C@H:7]([O:6][CH2:5][C:51]([OH:50])([CH3:52])[CH3:44])[CH2:12][CH2:11]2)[C:18](=[O:19])[C:17]=1[CH2:20][C:21]1[CH:26]=[CH:25][C:24]([C:27]2[C:28]([C:33]#[N:34])=[CH:29][CH:30]=[CH:31][CH:32]=2)=[C:23]([F:35])[CH:22]=1)[CH2:37][CH2:38][CH3:39]. The yield is 0.660. (6) The reactants are Cl.Cl.[N:3]1([CH2:9][CH2:10][C:11]([O:13][CH3:14])=[O:12])[CH2:8][CH2:7][NH:6][CH2:5][CH2:4]1.F[C:16]1[N:21]=[C:20]([C:22]2[NH:31][C:30](=[O:32])[C:29]3[C:24](=[CH:25][C:26]([O:35][CH3:36])=[CH:27][C:28]=3[O:33][CH3:34])[N:23]=2)[CH:19]=[CH:18][CH:17]=1.CN(C)C(N(C)C)=N. The catalyst is CS(C)=O.O. The product is [CH3:34][O:33][C:28]1[CH:27]=[C:26]([O:35][CH3:36])[CH:25]=[C:24]2[C:29]=1[C:30](=[O:32])[NH:31][C:22]([C:20]1[N:21]=[C:16]([N:6]3[CH2:7][CH2:8][N:3]([CH2:9][CH2:10][C:11]([O:13][CH3:14])=[O:12])[CH2:4][CH2:5]3)[CH:17]=[CH:18][CH:19]=1)=[N:23]2. The yield is 0.660. (7) The reactants are Cl[C:2]1[C:7]([CH:8]=[O:9])=[C:6]([N:10]2[C:22](=[O:23])[C:14]3=[CH:15][N:16]4[C:21]([CH2:20][CH2:19][CH2:18][CH2:17]4)=[C:13]3[CH:12]=[N:11]2)[N:5]=[CH:4][CH:3]=1.[CH3:24][N:25]1[CH:30]=[C:29](B2OC(C)(C)C(C)(C)O2)[CH:28]=[C:27]([NH:40][C:41]2[CH:50]=[C:44]3[CH2:45][N:46]([CH3:49])[CH2:47][CH2:48][N:43]3[N:42]=2)[C:26]1=[O:51].C([O-])(=O)C.[Na+].[O-]P([O-])([O-])=O.[K+].[K+].[K+]. The catalyst is C1C=CC(P(C2C=CC=CC=2)[C-]2C=CC=C2)=CC=1.C1C=CC(P(C2C=CC=CC=2)[C-]2C=CC=C2)=CC=1.Cl[Pd]Cl.[Fe+2].O.C(#N)C. The product is [CH3:24][N:25]1[C:26](=[O:51])[C:27]([NH:40][C:41]2[CH:50]=[C:44]3[CH2:45][N:46]([CH3:49])[CH2:47][CH2:48][N:43]3[N:42]=2)=[CH:28][C:29]([C:2]2[C:7]([CH:8]=[O:9])=[C:6]([N:10]3[C:22](=[O:23])[C:14]4=[CH:15][N:16]5[C:21]([CH2:20][CH2:19][CH2:18][CH2:17]5)=[C:13]4[CH:12]=[N:11]3)[N:5]=[CH:4][CH:3]=2)=[CH:30]1. The yield is 0.620.